Dataset: Peptide-MHC class II binding affinity with 134,281 pairs from IEDB. Task: Regression. Given a peptide amino acid sequence and an MHC pseudo amino acid sequence, predict their binding affinity value. This is MHC class II binding data. (1) The peptide sequence is HLCRSHLVEAL. The MHC is HLA-DQA10102-DQB10604 with pseudo-sequence HLA-DQA10102-DQB10604. The binding affinity (normalized) is 0. (2) The peptide sequence is RRTGNIQIRLPWYSY. The MHC is HLA-DQA10501-DQB10201 with pseudo-sequence HLA-DQA10501-DQB10201. The binding affinity (normalized) is 0.253. (3) The peptide sequence is LHQNFKDTSMQKTIP. The MHC is DRB1_1301 with pseudo-sequence DRB1_1301. The binding affinity (normalized) is 0.323. (4) The peptide sequence is GNGVVALRNAQLVTF. The MHC is DRB1_0901 with pseudo-sequence DRB1_0901. The binding affinity (normalized) is 0.581. (5) The peptide sequence is SQPATGAATVAAGAA. The MHC is HLA-DPA10103-DPB10401 with pseudo-sequence HLA-DPA10103-DPB10401. The binding affinity (normalized) is 0. (6) The peptide sequence is SVRFSWLSLLVPFVQWF. The MHC is HLA-DPA10103-DPB10401 with pseudo-sequence HLA-DPA10103-DPB10401. The binding affinity (normalized) is 0.779. (7) The peptide sequence is MNIRMGIFYCNDDA. The MHC is HLA-DPA10301-DPB10402 with pseudo-sequence HLA-DPA10301-DPB10402. The binding affinity (normalized) is 0.303. (8) The peptide sequence is ALHIIAGTPEVHAVK. The MHC is DRB1_0701 with pseudo-sequence DRB1_0701. The binding affinity (normalized) is 0.624.